Regression. Given a peptide amino acid sequence and an MHC pseudo amino acid sequence, predict their binding affinity value. This is MHC class II binding data. From a dataset of Peptide-MHC class II binding affinity with 134,281 pairs from IEDB. (1) The peptide sequence is KVDTRAKDPPAGTRK. The MHC is DRB1_0801 with pseudo-sequence DRB1_0801. The binding affinity (normalized) is 0. (2) The peptide sequence is TLTYRMLEPTRVVNW. The MHC is HLA-DQA10201-DQB10303 with pseudo-sequence HLA-DQA10201-DQB10303. The binding affinity (normalized) is 0.579. (3) The MHC is DRB1_0101 with pseudo-sequence DRB1_0101. The binding affinity (normalized) is 0.157. The peptide sequence is AKCNLDHSSEFCDML. (4) The peptide sequence is APSVVPNTTLGMHCG. The MHC is DRB5_0101 with pseudo-sequence DRB5_0101. The binding affinity (normalized) is 0. (5) The peptide sequence is GILQAYDLRDAPETP. The MHC is DRB1_0901 with pseudo-sequence QEFFIASGAAVDAIMKDFYHGYVFRRETVHVGFT. The binding affinity (normalized) is 0.261. (6) The peptide sequence is HTVLQAVGACVLCNS. The MHC is DRB1_0101 with pseudo-sequence DRB1_0101. The binding affinity (normalized) is 0.869.